Task: Binary Classification. Given a miRNA mature sequence and a target amino acid sequence, predict their likelihood of interaction.. Dataset: Experimentally validated miRNA-target interactions with 360,000+ pairs, plus equal number of negative samples (1) The miRNA is mmu-miR-1912-5p with sequence UGCUCAUUGCAUGGGCUGUGUA. The protein sequence of the target gene is MLGFITRPPHRFLSLLCPGLRIPQLSVLCAQPRPRAMAISSSSCELPLVAVCQVTSTPDKQQNFKTCAELVREAARLGACLAFLPEAFDFIARDPAETLHLSEPLGGKLLEEYTQLARECGLWLSLGGFHERGQDWEQTQKIYNCHVLLNSKGAVVATYRKTHLCDVEIPGQGPMCESNSTMPGPSLESPVSTPAGKIGLAVCYDMRFPELSLALAQAGAEILTYPSAFGSITGPAHWEVLLRARAIETQCYVVAAAQCGRHHEKRASYGHSMVVDPWGTVVARCSEGPGLCLARIDLNY.... Result: 0 (no interaction). (2) The miRNA is bta-miR-16a with sequence UAGCAGCACGUAAAUAUUGGUG. The protein sequence of the target gene is MSKGPAVGIDLGTTYSCVGVFQHGKVEIIANDQGNRTTPSYVAFTDTERLIGDAAKNQVAMNPTNTVFDAKRLIGRRFDDAVVQSDMKHWPFMVVNDAGRPKVQVEYKGETKSFYPEEVSSMVLTKMKEIAEAYLGKTVTNAVVTVPAYFNDSQRQATKDAGTIAGLNVLRIINEPTAAAIAYGLDKKVGAERNVLIFDLGGGTFDVSILTIEDGIFEVKSTAGDTHLGGEDFDNRMVNHFIAEFKRKHKKDISENKRAVRRLRTACERAKRTLSSSTQASIEIDSLYEGIDFYTSITRA.... Result: 1 (interaction). (3) The miRNA is hsa-miR-2110 with sequence UUGGGGAAACGGCCGCUGAGUG. The protein sequence of the target gene is MAGPEPPMPLSRGGPGSASLSPPRGDRTLLVRHLPAELTAEEKEDLLKYFGAQSVRVLSDKGRLKHTAFATFPNEKAAIKALTRLHQLKLLGHTLVVEFAKEQDRVHSPCSTSNTEKKKRLDDTVENDKEKKEPDILTVENGIAPNHGLTFPLNSCLKYMYPPPSSTILANIVNALASVPKFYVQVLHLMNKMNLPTPFGPITARPPMYEDYMPLHAPLPPTSPQPPEEPPLPDEDEDLSSKESEYESSDEEDRQRMNRLMELANLQPKRPKTEKPRHVRKKRKIKDMLNIPSSASHSLH.... Result: 0 (no interaction). (4) The miRNA is hsa-miR-4648 with sequence UGUGGGACUGCAAAUGGGAG. The protein sequence of the target gene is MASHVDLLTELQLLEKVPTLERLRAAQKRRAQQLKKWAQYEQDLQHRKRKHERKRSTGGRRKKVSFEASVALLEASLRNDAEEVRYFLKNKVSPDLCNEDGLTALHQCCIDNFEEIVKLLLSHGANVNAKDNELWTPLHAAATCGHINLVKILVQYGADLLAVNSDGNMPYDLCEDEPTLDVIETCMAYQGITQEKINEMRVAPEQQMIADIHCMIAAGQDLDWIDAQGATLLHIAGANGYLRAAELLLDHGVRVDVKDWDGWEPLHAAAFWGQMQMAELLVSHGASLSARTSMDEMPID.... Result: 1 (interaction). (5) The miRNA is hsa-miR-26b-5p with sequence UUCAAGUAAUUCAGGAUAGGU. The protein sequence of the target gene is MAGQGDCCVKVAVRIRPQLSKEKIEGCHICTSVTPGEPQVLLGKDKAFTYDFVFDLDTWQEQIYSTCVSKLIEGCFEGYNATVLAYGQTGAGKTYTMGTGFDMATSEEEQGIIPRAIAHLFGGIAERKRRAQEQGVAGPEFKVSAQFLELYNEEILDLFDSTRDPDTRHRRSNIKIHEDANGGIYTTGVTSRLIHSQEELIQCLKQGALSRTTASTQMNVQSSRSHAIFTIHLCQMRMCTQPDLVNEAVTGLPDGTPPSSEYETLTAKFHFVDLAGSERLKRTGATGERAKEGISINCGL.... Result: 1 (interaction). (6) The miRNA is hsa-miR-362-5p with sequence AAUCCUUGGAACCUAGGUGUGAGU. The protein sequence of the target gene is MRVAGAAKLVVAVAVFLLTFYVISQVFEIKMDASLGNLFARSALDTAARSTKPPRYKCGISKACPEKHFAFKMASGAANVVGPKICLEDNVLMSGVKNNVGRGINVALANGKTGEVLDTKYFDMWGGDVAPFIEFLKAIQDGTIVLMGTYDDGATKLNDEARRLIADLGSTSITNLGFRDNWVFCGGKGIKTKSPFEQHIKNNKDTNKYEGWPEVVEMEGCIPQKQD. Result: 0 (no interaction). (7) The miRNA is hsa-miR-4693-3p with sequence UGAGAGUGGAAUUCACAGUAUUU. The protein sequence of the target gene is MLATRVFSLVGKRAISTSVCVRAHESVVKSEDFSLPAYMDRRDHPLPEVAHVKHLSASQKALKEKEKASWSSLSMDEKVELYRIKFKESFAEMNRGSNEWKTVVGGAMFFIGFTALVIMWQKHYVYGPLPQSFDKEWVAKQTKRMLDMKVNPIQGLASKWDYEKNEWKK. Result: 0 (no interaction). (8) The miRNA is mmu-miR-136-5p with sequence ACUCCAUUUGUUUUGAUGAUGG. The protein sequence of the target gene is MRLKIGFILRSLLVVGSFLGLVVLWSSLSSRPDDQSPLSRMREDRDVNNPLPNRGGNGLAPGDDRFKPVVPWPHVEGVEVDLESIRRKNKAKNEQERHAGGDSQRDVMQRQYLTFKPQTFTYRDPVLRPGVLGNFEPKEPEPHGVVGGPGEKAKPLVLGPEYKQAVQASIKEFGFNMVASDMISLDRSVNDLRQEECKYWHYDENLLTSSVVIVFHNEGWSTLMRTVHSVIKRTPRKYLAEIVLIDDFSNKEHLKEKLDEYIKLWNGLVKVFRNERREGLIQARSIGAQKAKLGQVLIYL.... Result: 1 (interaction). (9) The miRNA is mmu-miR-379-5p with sequence UGGUAGACUAUGGAACGUAGG. The protein sequence of the target gene is MIVFGWAVFLASRSLGQGLLLTLEEHIAHFLGTGGAATTMGNSCICRDDSGTDDSVDTQQQQAENSAVPTADTRSQPRDPVRPPRRGRGPHEPRRKKQNVDGLVLDTLAVIRTLVDNDQEPPYSMITLHEMAETDEGWLDVVQSLIRVIPLEDPLGPAVITLLLDECPLPTKDALQKLTEILNLNGEVACQDSSHPAKHRNTSAVLGCLAEKLAGPASIGLLSPGILEYLLQCLKLQSHPTVMLFALIALEKFAQTSENKLTISESSISDRLVTLESWANDPDYLKRQVGFCAQWSLDNL.... Result: 0 (no interaction). (10) The miRNA is hsa-miR-1255a with sequence AGGAUGAGCAAAGAAAGUAGAUU. The protein sequence of the target gene is MVIMGQCYYNETIGFFYNNSGKELSSHWRPKDVVVVALGLTVSVLVLLTNLLVIAAIASNRRFHQPIYYLLGNLAAADLFAGVAYLFLMFHTGPRTARLSLEGWFLRQGLLDTSLTASVATLLAIAVERHRSVMAVQLHSRLPRGRVVMLIVGVWVAALGLGLLPAHSWHCLCALDRCSRMAPLLSRSYLAVWALSSLLVFLLMVAVYTRIFFYVRRRVQRMAEHVSCHPRYRETTLSLVKTVVIILGAFVVCWTPGQVVLLLDGLGCESCNVLAVEKYFLLLAEANSLVNAAVYSCRDA.... Result: 0 (no interaction).